The task is: Predict the product of the given reaction.. This data is from Forward reaction prediction with 1.9M reactions from USPTO patents (1976-2016). (1) Given the reactants [CH3:1][O:2][C:3]1[CH:18]=[CH:17][C:6]([C:7]([NH:9][C:10]2[C:11]([NH2:16])=[CH:12][CH:13]=[CH:14][CH:15]=2)=[O:8])=[CH:5][CH:4]=1.[CH3:19][S:20]([C:23]1[CH:31]=[CH:30][C:26]([C:27](O)=[O:28])=[CH:25][CH:24]=1)(=[O:22])=[O:21], predict the reaction product. The product is: [CH3:1][O:2][C:3]1[CH:4]=[CH:5][C:6]([C:7]([NH:9][C:10]2[C:11]([NH:16][C:27](=[O:28])[C:26]3[CH:25]=[CH:24][C:23]([S:20]([CH3:19])(=[O:22])=[O:21])=[CH:31][CH:30]=3)=[CH:12][CH:13]=[CH:14][CH:15]=2)=[O:8])=[CH:17][CH:18]=1. (2) Given the reactants [H-].[Na+].CS(C)=O.[I-].[CH3:8][S+](C)C.[Cl:12][C:13]1[CH:18]=[CH:17][C:16]([C:19]([C:21]2[CH:26]=[CH:25][C:24]([I:27])=[CH:23][CH:22]=2)=[O:20])=[CH:15][CH:14]=1, predict the reaction product. The product is: [Cl:12][C:13]1[CH:18]=[CH:17][C:16]([C:19]2([C:21]3[CH:26]=[CH:25][C:24]([I:27])=[CH:23][CH:22]=3)[CH2:8][O:20]2)=[CH:15][CH:14]=1. (3) Given the reactants [OH:1][C:2]1[CH:3]=[CH:4][C:5]2[C:17](=[O:18])[C:16]3[C:15]4[C:10](=[CH:11][C:12]([C:19]#[N:20])=[CH:13][CH:14]=4)[NH:9][C:8]=3[C:7]([CH3:22])([CH3:21])[C:6]=2[CH:23]=1.[C:24]([O:28][C:29]([N:31]1[CH2:36][CH2:35][CH:34](O)[CH2:33][CH2:32]1)=[O:30])([CH3:27])([CH3:26])[CH3:25].C1(P(C2C=CC=CC=2)C2C=CC=CC=2)C=CC=CC=1.O, predict the reaction product. The product is: [C:24]([O:28][C:29]([N:31]1[CH2:36][CH2:35][CH:34]([O:1][C:2]2[CH:3]=[CH:4][C:5]3[C:17](=[O:18])[C:16]4[C:15]5[C:10](=[CH:11][C:12]([C:19]#[N:20])=[CH:13][CH:14]=5)[NH:9][C:8]=4[C:7]([CH3:21])([CH3:22])[C:6]=3[CH:23]=2)[CH2:33][CH2:32]1)=[O:30])([CH3:27])([CH3:25])[CH3:26]. (4) The product is: [CH2:1]([N:8]1[CH:13]([CH2:14][O:15][Si:16]([C:19]([CH3:20])([CH3:22])[CH3:21])([CH3:18])[CH3:17])[CH2:12][O:11][C:10]([CH3:25])([CH3:23])[C:9]1=[O:24])[C:2]1[CH:7]=[CH:6][CH:5]=[CH:4][CH:3]=1. Given the reactants [CH2:1]([N:8]1[CH:13]([CH2:14][O:15][Si:16]([C:19]([CH3:22])([CH3:21])[CH3:20])([CH3:18])[CH3:17])[CH2:12][O:11][CH:10]([CH3:23])[C:9]1=[O:24])[C:2]1[CH:7]=[CH:6][CH:5]=[CH:4][CH:3]=1.[CH:25]([N-]C(C)C)(C)C.[Li+].IC.O, predict the reaction product.